From a dataset of Reaction yield outcomes from USPTO patents with 853,638 reactions. Predict the reaction yield, written as a fraction of the theoretical maximum amount of product (1.0 means a 100% yield; for example, 0.34 means a 34% yield). (1) The catalyst is CN(C=O)C. The product is [CH3:7][C:8]1[C:13]([O:14][CH2:17][CH2:18][CH3:19])=[CH:12][CH:11]=[CH:10][C:9]=1[OH:15]. The reactants are C(=O)([O-])[O-].[K+].[K+].[CH3:7][C:8]1[C:13]([OH:14])=[CH:12][CH:11]=[CH:10][C:9]=1[OH:15].Br[CH2:17][CH2:18][CH3:19]. The yield is 0.750. (2) The reactants are [CH3:1]OC(C)(C)C.C[Zn]C.[Br:10]/[CH:11]=[C:12]1/[C@H:13]2[C@:17]([CH3:21])([CH2:18][CH2:19][CH2:20]/1)[C:16]([CH:22]=[O:23])=[CH:15][CH2:14]2. The catalyst is C(O[Ti](OC(C)C)(OC(C)C)OC(C)C)(C)C.[C@@H]1(NS(C(F)(F)F)(=O)=O)CCCC[C@H]1NS(C(F)(F)F)(=O)=O.C(OCC)(=O)C. The product is [Br:10]/[CH:11]=[C:12]1\[CH2:20][CH2:19][CH2:18][C@@:17]2([CH3:21])[C@H:13]\1[CH2:14][CH:15]=[C:16]2[C@@H:22]([OH:23])[CH3:1]. The yield is 1.00.